Predict which catalyst facilitates the given reaction. From a dataset of Catalyst prediction with 721,799 reactions and 888 catalyst types from USPTO. (1) Reactant: [Br:1][C:2]1[C:10]2[N:9]=[N:8][N:7]([CH2:11][C:12]([CH3:15])([CH3:14])[CH3:13])[C:6]=2[CH:5]=[CH:4][C:3]=1[OH:16].[N:17]1[CH:22]=[CH:21][N:20]=[CH:19][C:18]=1[CH2:23]O.C1(P(C2C=CC=CC=2)C2C=CC=CC=2)C=CC=CC=1.N(C(OC(C)(C)C)=O)=NC(OC(C)(C)C)=O.C(O)(C(F)(F)F)=O. Product: [Br:1][C:2]1[C:10]2[N:9]=[N:8][N:7]([CH2:11][C:12]([CH3:13])([CH3:15])[CH3:14])[C:6]=2[CH:5]=[CH:4][C:3]=1[O:16][CH2:23][C:18]1[CH:19]=[N:20][CH:21]=[CH:22][N:17]=1. The catalyst class is: 76. (2) Reactant: [Cl:1][C:2]1[CH:7]=[CH:6][C:5]([C:8]2[C:17]3[C:12](=[CH:13][CH:14]=[C:15]([C:18](O)=[O:19])[CH:16]=3)[CH:11]=[N:10][CH:9]=2)=[CH:4][CH:3]=1.F[B-](F)(F)F.N1(OC(N(C)C)=[N+](C)C)C2C=CC=CC=2N=N1.C(N(CC)C(C)C)(C)C.[CH3:52][S:53]([C:56]1[CH:57]=[C:58]([CH2:62][NH2:63])[CH:59]=[CH:60][CH:61]=1)(=[O:55])=[O:54]. Product: [Cl:1][C:2]1[CH:3]=[CH:4][C:5]([C:8]2[C:17]3[C:12](=[CH:13][CH:14]=[C:15]([C:18]([NH:63][CH2:62][C:58]4[CH:59]=[CH:60][CH:61]=[C:56]([S:53]([CH3:52])(=[O:55])=[O:54])[CH:57]=4)=[O:19])[CH:16]=3)[CH:11]=[N:10][CH:9]=2)=[CH:6][CH:7]=1. The catalyst class is: 9.